From a dataset of Forward reaction prediction with 1.9M reactions from USPTO patents (1976-2016). Predict the product of the given reaction. (1) Given the reactants [CH2:1]([NH:3][C:4]([C:6]1[CH:10]=[C:9]([C:11]2[CH:16]=[C:15]([CH:17]([CH3:19])[CH3:18])[C:14]([O:20][CH2:21][C:22]3[CH:27]=[CH:26][CH:25]=[CH:24][CH:23]=3)=[CH:13][C:12]=2[O:28][CH2:29][C:30]2[CH:35]=[CH:34][CH:33]=[CH:32][CH:31]=2)[O:8][N:7]=1)=[O:5])[CH3:2].[I:36]N1C(=O)CCC1=O, predict the reaction product. The product is: [CH2:1]([NH:3][C:4]([C:6]1[C:10]([I:36])=[C:9]([C:11]2[CH:16]=[C:15]([CH:17]([CH3:19])[CH3:18])[C:14]([O:20][CH2:21][C:22]3[CH:23]=[CH:24][CH:25]=[CH:26][CH:27]=3)=[CH:13][C:12]=2[O:28][CH2:29][C:30]2[CH:31]=[CH:32][CH:33]=[CH:34][CH:35]=2)[O:8][N:7]=1)=[O:5])[CH3:2]. (2) Given the reactants [C:1]([O:5][C:6]([N:8]1[CH2:13][CH2:12][CH:11]([OH:14])[CH2:10][CH2:9]1)=[O:7])([CH3:4])([CH3:3])[CH3:2].[Si:15](Cl)([C:28]([CH3:31])([CH3:30])[CH3:29])([C:22]1[CH:27]=[CH:26][CH:25]=[CH:24][CH:23]=1)[C:16]1[CH:21]=[CH:20][CH:19]=[CH:18][CH:17]=1.N1C=CN=C1, predict the reaction product. The product is: [C:1]([O:5][C:6]([N:8]1[CH2:13][CH2:12][CH:11]([O:14][Si:15]([C:28]([CH3:31])([CH3:30])[CH3:29])([C:22]2[CH:23]=[CH:24][CH:25]=[CH:26][CH:27]=2)[C:16]2[CH:21]=[CH:20][CH:19]=[CH:18][CH:17]=2)[CH2:10][CH2:9]1)=[O:7])([CH3:4])([CH3:2])[CH3:3]. (3) Given the reactants [NH2:1][C:2]1[CH:7]=[CH:6][C:5]([CH:8]2[C:17]([CH3:19])([CH3:18])[CH2:16][C:15]3[C:10](=[CH:11][CH:12]=[C:13]([C:20]([O:22]C)=[O:21])[CH:14]=3)[NH:9]2)=[CH:4][CH:3]=1.[OH-].[Na+], predict the reaction product. The product is: [NH2:1][C:2]1[CH:3]=[CH:4][C:5]([CH:8]2[C:17]([CH3:18])([CH3:19])[CH2:16][C:15]3[C:10](=[CH:11][CH:12]=[C:13]([C:20]([OH:22])=[O:21])[CH:14]=3)[NH:9]2)=[CH:6][CH:7]=1. (4) Given the reactants [Si]([O:8][CH2:9][CH:10]1[CH2:14][CH2:13][N:12]([C:15]2[CH:34]=[C:33]([O:35][CH3:36])[CH:32]=[CH:31][C:16]=2[C:17]([N:19]([CH2:26][C:27]([CH3:30])([CH3:29])[CH3:28])[C:20]2[CH:25]=[CH:24][CH:23]=[CH:22][N:21]=2)=[O:18])[CH2:11]1)(C(C)(C)C)(C)C.[Cl-].[NH4+], predict the reaction product. The product is: [CH3:28][C:27]([CH3:30])([CH3:29])[CH2:26][N:19]([C:20]1[CH:25]=[CH:24][CH:23]=[CH:22][N:21]=1)[C:17](=[O:18])[C:16]1[CH:31]=[CH:32][C:33]([O:35][CH3:36])=[CH:34][C:15]=1[N:12]1[CH2:13][CH2:14][CH:10]([CH2:9][OH:8])[CH2:11]1. (5) Given the reactants [CH2:1]([O:8][C:9]1[N:14]=[CH:13][C:12]([O:15][C:16]2[CH:21]=[CH:20][C:19]([C:22]#[C:23][CH:24]([N:26]3C(=O)C4C(=CC=CC=4)C3=O)[CH3:25])=[CH:18][CH:17]=2)=[CH:11][CH:10]=1)[C:2]1[CH:7]=[CH:6][CH:5]=[CH:4][CH:3]=1.O.NN, predict the reaction product. The product is: [CH2:1]([O:8][C:9]1[N:14]=[CH:13][C:12]([O:15][C:16]2[CH:17]=[CH:18][C:19]([C:22]#[C:23][CH:24]([NH2:26])[CH3:25])=[CH:20][CH:21]=2)=[CH:11][CH:10]=1)[C:2]1[CH:7]=[CH:6][CH:5]=[CH:4][CH:3]=1.